From a dataset of Forward reaction prediction with 1.9M reactions from USPTO patents (1976-2016). Predict the product of the given reaction. (1) Given the reactants C(=O)(O)[O-].[Na+].[Cl:6][C:7]1[CH:12]=[CH:11][CH:10]=[C:9]([Cl:13])[C:8]=1[C:14]1[C:18]([CH2:19][O:20][C:21]2[CH:26]=[CH:25][C:24]([C:27]3[CH:36]=[C:35]4[C:30]([C:31](=[O:42])[CH:32]=[C:33]([C:37]([O:39]CC)=[O:38])[O:34]4)=[CH:29][CH:28]=3)=[CH:23][CH:22]=2)=[C:17]([CH:43]([CH3:45])[CH3:44])[O:16][N:15]=1.C(=O)([O-])[O-].[Na+].[Na+], predict the reaction product. The product is: [Cl:13][C:9]1[CH:10]=[CH:11][CH:12]=[C:7]([Cl:6])[C:8]=1[C:14]1[C:18]([CH2:19][O:20][C:21]2[CH:26]=[CH:25][C:24]([C:27]3[CH:36]=[C:35]4[C:30]([C:31](=[O:42])[CH:32]=[C:33]([C:37]([OH:39])=[O:38])[O:34]4)=[CH:29][CH:28]=3)=[CH:23][CH:22]=2)=[C:17]([CH:43]([CH3:45])[CH3:44])[O:16][N:15]=1. (2) Given the reactants NC1C2C=CN(C(OCC3C=CC=CC=3)=O)C=2C=CN=1.C(N(CC)CC)C.C1(C(Cl)=O)CC1.[CH:34]1([C:37]([N:39](C(C2CC2)=O)[C:40]2[C:45]3[CH:46]=[CH:47][N:48](C(OCC4C=CC=CC=4)=O)[C:44]=3[CH:43]=[CH:42][N:41]=2)=[O:38])[CH2:36][CH2:35]1.C1(C(NC2C3C=CN(C(OCC4C=CC=CC=4)=O)C=3C=CN=2)=O)CC1.C(=O)([O-])[O-].[K+].[K+], predict the reaction product. The product is: [NH:48]1[C:44]2[CH:43]=[CH:42][N:41]=[C:40]([NH:39][C:37]([CH:34]3[CH2:35][CH2:36]3)=[O:38])[C:45]=2[CH:46]=[CH:47]1. (3) The product is: [CH3:22][O:21][C:17]1[CH:16]=[C:15]([CH:10]2[C:9]([CH3:24])([CH3:23])[CH2:8][C:7]3[C:12](=[CH:13][CH:14]=[C:5]([C:3]([OH:4])=[O:2])[CH:6]=3)[NH:11]2)[CH:20]=[CH:19][CH:18]=1. Given the reactants C[O:2][C:3]([C:5]1[CH:6]=[C:7]2[C:12](=[CH:13][CH:14]=1)[NH:11][CH:10]([C:15]1[CH:20]=[CH:19][CH:18]=[C:17]([O:21][CH3:22])[CH:16]=1)[C:9]([CH3:24])([CH3:23])[CH2:8]2)=[O:4].[OH-].[Na+].Cl, predict the reaction product. (4) Given the reactants [CH:1]1([N:6]2[CH2:12][C:11]3([CH2:14][CH2:13]3)[C:10](=[O:15])[N:9]([CH3:16])[C:8]3[CH:17]=[N:18][C:19]([NH:21][C:22]4[CH:30]=[CH:29][C:25]([C:26]([OH:28])=O)=[CH:24][C:23]=4[O:31][CH3:32])=[N:20][C:7]2=3)[CH2:5][CH2:4][CH2:3][CH2:2]1.CCN(C(C)C)C(C)C.CN(C(ON1N=NC2C=CC=CC1=2)=[N+](C)C)C.[B-](F)(F)(F)F.[CH3:64][N:65]1[CH2:70][CH2:69][N:68]([CH:71]2[CH2:76][CH2:75][CH:74]([NH2:77])[CH2:73][CH2:72]2)[CH2:67][CH2:66]1, predict the reaction product. The product is: [CH:1]1([N:6]2[CH2:12][C:11]3([CH2:14][CH2:13]3)[C:10](=[O:15])[N:9]([CH3:16])[C:8]3[CH:17]=[N:18][C:19]([NH:21][C:22]4[CH:30]=[CH:29][C:25]([C:26]([NH:77][C@H:74]5[CH2:73][CH2:72][C@H:71]([N:68]6[CH2:67][CH2:66][N:65]([CH3:64])[CH2:70][CH2:69]6)[CH2:76][CH2:75]5)=[O:28])=[CH:24][C:23]=4[O:31][CH3:32])=[N:20][C:7]2=3)[CH2:2][CH2:3][CH2:4][CH2:5]1.